The task is: Predict hERG channel inhibition at various concentrations.. This data is from hERG Central: cardiac toxicity at 1µM, 10µM, and general inhibition. (1) The drug is CCC(/C=C1\Sc2ccc(OC)cc2N1CCO)=C\c1sc2ccc(OC)cc2[n+]1CCO.[Cl-]. Results: hERG_inhib (hERG inhibition (general)): blocker. (2) The drug is CCOc1cccc(CN(C)CC2CCCN(CCc3ccc(Cl)cc3)C2)c1O. Results: hERG_inhib (hERG inhibition (general)): blocker. (3) The drug is CCN(CC(=O)NCc1ccc(Cl)cc1)C(=O)CSc1ccc(F)cc1. Results: hERG_inhib (hERG inhibition (general)): blocker. (4) The molecule is O=C(c1ccc(F)cc1)c1cn(Cc2ccc(F)cc2)c2cc3c(cc2c1=O)OCCO3. Results: hERG_inhib (hERG inhibition (general)): blocker. (5) The molecule is COc1ccc(CN(C)C(=S)Nc2ccc(OC(F)F)cc2)cc1. Results: hERG_inhib (hERG inhibition (general)): blocker. (6) The molecule is CCOc1ccc2[nH]c3c(NCCN(CC)CC)ncnc3c2c1. Results: hERG_inhib (hERG inhibition (general)): blocker. (7) The molecule is O=C(c1ccc(CS(=O)Cc2ccc(Cl)cc2)o1)N1CCN(c2ccccc2)CC1. Results: hERG_inhib (hERG inhibition (general)): blocker. (8) The drug is CC(C)c1ccc(N=C2N=C(N)c3ccccc32)cc1. Results: hERG_inhib (hERG inhibition (general)): blocker.